Dataset: Peptide-MHC class II binding affinity with 134,281 pairs from IEDB. Task: Regression. Given a peptide amino acid sequence and an MHC pseudo amino acid sequence, predict their binding affinity value. This is MHC class II binding data. (1) The peptide sequence is KNKVVKVLRPAPGGK. The MHC is DRB1_0301 with pseudo-sequence DRB1_0301. The binding affinity (normalized) is 0.303. (2) The peptide sequence is GELQRVDKIDAAFKI. The MHC is DRB1_1501 with pseudo-sequence DRB1_1501. The binding affinity (normalized) is 0.368. (3) The peptide sequence is GELQIVVKIDAAFKI. The MHC is DRB5_0101 with pseudo-sequence DRB5_0101. The binding affinity (normalized) is 0.633. (4) The peptide sequence is RPFFHPVGEADYFEYHQEGGPDGEPD. The MHC is DRB1_0301 with pseudo-sequence DRB1_0301. The binding affinity (normalized) is 0. (5) The peptide sequence is SGITLKQATTAPCAV. The MHC is DRB1_0101 with pseudo-sequence DRB1_0101. The binding affinity (normalized) is 0.400. (6) The peptide sequence is TVWAQSADFPQFKPE. The MHC is DRB4_0101 with pseudo-sequence DRB4_0103. The binding affinity (normalized) is 0.468.